This data is from NCI-60 drug combinations with 297,098 pairs across 59 cell lines. The task is: Regression. Given two drug SMILES strings and cell line genomic features, predict the synergy score measuring deviation from expected non-interaction effect. (1) Drug 1: C1=CC(=CC=C1CC(C(=O)O)N)N(CCCl)CCCl.Cl. Drug 2: COC1=NC(=NC2=C1N=CN2C3C(C(C(O3)CO)O)O)N. Cell line: DU-145. Synergy scores: CSS=-5.16, Synergy_ZIP=1.38, Synergy_Bliss=-0.578, Synergy_Loewe=-4.07, Synergy_HSA=-4.09. (2) Drug 1: C1=C(C(=O)NC(=O)N1)N(CCCl)CCCl. Drug 2: C1=NC2=C(N1)C(=S)N=CN2. Cell line: SK-MEL-28. Synergy scores: CSS=8.27, Synergy_ZIP=-5.82, Synergy_Bliss=-5.71, Synergy_Loewe=-6.67, Synergy_HSA=-6.04. (3) Drug 1: CCC1=CC2CC(C3=C(CN(C2)C1)C4=CC=CC=C4N3)(C5=C(C=C6C(=C5)C78CCN9C7C(C=CC9)(C(C(C8N6C)(C(=O)OC)O)OC(=O)C)CC)OC)C(=O)OC.C(C(C(=O)O)O)(C(=O)O)O. Drug 2: CN1C(=O)N2C=NC(=C2N=N1)C(=O)N. Cell line: 786-0. Synergy scores: CSS=11.0, Synergy_ZIP=-1.40, Synergy_Bliss=-0.805, Synergy_Loewe=-5.79, Synergy_HSA=-0.115. (4) Drug 1: C1CN(CCN1C(=O)CCBr)C(=O)CCBr. Drug 2: CC12CCC3C(C1CCC2OP(=O)(O)O)CCC4=C3C=CC(=C4)OC(=O)N(CCCl)CCCl.[Na+]. Cell line: SNB-75. Synergy scores: CSS=9.88, Synergy_ZIP=-4.65, Synergy_Bliss=-2.66, Synergy_Loewe=-5.68, Synergy_HSA=-2.03. (5) Drug 2: CC=C1C(=O)NC(C(=O)OC2CC(=O)NC(C(=O)NC(CSSCCC=C2)C(=O)N1)C(C)C)C(C)C. Drug 1: CS(=O)(=O)C1=CC(=C(C=C1)C(=O)NC2=CC(=C(C=C2)Cl)C3=CC=CC=N3)Cl. Synergy scores: CSS=35.9, Synergy_ZIP=-9.62, Synergy_Bliss=-2.59, Synergy_Loewe=-28.8, Synergy_HSA=-2.33. Cell line: OVCAR-4. (6) Cell line: SK-MEL-2. Drug 1: CN1CCC(CC1)COC2=C(C=C3C(=C2)N=CN=C3NC4=C(C=C(C=C4)Br)F)OC. Drug 2: C1CC(=O)NC(=O)C1N2C(=O)C3=CC=CC=C3C2=O. Synergy scores: CSS=9.38, Synergy_ZIP=1.34, Synergy_Bliss=8.11, Synergy_Loewe=7.11, Synergy_HSA=6.03.